This data is from Reaction yield outcomes from USPTO patents with 853,638 reactions. The task is: Predict the reaction yield, written as a fraction of the theoretical maximum amount of product (1.0 means a 100% yield; for example, 0.34 means a 34% yield). (1) The reactants are [CH3:1][O:2][C:3]([CH:5]1[CH2:14][CH2:13][C:12]2[N+:11]([O-])=[CH:10][CH:9]=[CH:8][C:7]=2[CH2:6]1)=[O:4].[CH2:16]([N:18](CC)CC)C.C[Si](C#N)(C)C.C([O-])([O-])=O.[Na+].[Na+]. The catalyst is C(Cl)Cl.C(#N)C. The product is [C:16]([C:10]1[CH:9]=[CH:8][C:7]2[CH2:6][CH:5]([C:3]([O:2][CH3:1])=[O:4])[CH2:14][CH2:13][C:12]=2[N:11]=1)#[N:18]. The yield is 0.230. (2) The reactants are [C:1]([C:5]1[CH:6]=[C:7]2[C:12](=[C:13]([F:15])[CH:14]=1)[C:11](=[O:16])[N:10]([C:17]1[C:22]([CH:23]=[O:24])=[C:21]([C:25]3[CH:26]=[C:27]([C:31]([NH2:33])=[O:32])[N:28]([CH3:30])[CH:29]=3)[CH:20]=[CH:19][N:18]=1)[N:9]=[CH:8]2)([CH3:4])([CH3:3])[CH3:2].C(Cl)Cl.CO.[BH4-].[Na+]. The catalyst is CCOC(C)=O. The product is [C:1]([C:5]1[CH:6]=[C:7]2[C:12](=[C:13]([F:15])[CH:14]=1)[C:11](=[O:16])[N:10]([C:17]1[C:22]([CH2:23][OH:24])=[C:21]([C:25]3[CH:26]=[C:27]([C:31]([NH2:33])=[O:32])[N:28]([CH3:30])[CH:29]=3)[CH:20]=[CH:19][N:18]=1)[N:9]=[CH:8]2)([CH3:4])([CH3:2])[CH3:3]. The yield is 0.500. (3) The reactants are C(N(C(C)C)CC)(C)C.[C:10]([NH:14][CH2:15][CH2:16][CH:17]1[CH2:21][N:20]([C:22]([O:24][C:25]([CH3:28])([CH3:27])[CH3:26])=[O:23])[C@H:19]([C:29]([OH:31])=O)[CH2:18]1)(=[O:13])[CH:11]=[CH2:12].CN(C(ON1N=NC2C=CC=NC1=2)=[N+](C)C)C.F[P-](F)(F)(F)(F)F.C1C=CC2N(O)N=NC=2C=1.[CH3:66][C:67]1[N:72]=[C:71]([N:73]2[CH2:78][CH2:77][NH:76][CH2:75][CH2:74]2)[CH:70]=[CH:69][CH:68]=1. The catalyst is CN(C=O)C. The product is [C:10]([NH:14][CH2:15][CH2:16][CH:17]1[CH2:21][N:20]([C:22]([O:24][C:25]([CH3:26])([CH3:27])[CH3:28])=[O:23])[C@H:19]([C:29]([N:76]2[CH2:77][CH2:78][N:73]([C:71]3[CH:70]=[CH:69][CH:68]=[C:67]([CH3:66])[N:72]=3)[CH2:74][CH2:75]2)=[O:31])[CH2:18]1)(=[O:13])[CH:11]=[CH2:12]. The yield is 0.0500. (4) The reactants are [Br:1][C:2]1[C:10]2[C:5](=[C:6]([O:18][C:19]3[CH:24]=[CH:23][C:22]([S:25]([CH3:28])(=[O:27])=[O:26])=[CH:21][CH:20]=3)[CH:7]=[C:8]([C:11]3[C:16]([Cl:17])=[CH:15][CH:14]=[CH:13][N:12]=3)[CH:9]=2)[NH:4][N:3]=1.[C:29](O[C:29]([O:31][C:32]([CH3:35])([CH3:34])[CH3:33])=[O:30])([O:31][C:32]([CH3:35])([CH3:34])[CH3:33])=[O:30]. The catalyst is CN(C)C1C=CN=CC=1.C(#N)C. The product is [Br:1][C:2]1[C:10]2[C:5](=[C:6]([O:18][C:19]3[CH:20]=[CH:21][C:22]([S:25]([CH3:28])(=[O:27])=[O:26])=[CH:23][CH:24]=3)[CH:7]=[C:8]([C:11]3[C:16]([Cl:17])=[CH:15][CH:14]=[CH:13][N:12]=3)[CH:9]=2)[N:4]([C:29]([O:31][C:32]([CH3:35])([CH3:34])[CH3:33])=[O:30])[N:3]=1. The yield is 0.950. (5) The reactants are [Br:1][C:2]1[CH:7]=[CH:6][C:5]([OH:8])=[C:4]([N+:9]([O-:11])=[O:10])[N:3]=1.C(=O)([O-])[O-:13].[K+].[K+].[CH3:18][CH2:19][O:20][CH2:21][CH3:22]. The catalyst is CC(C)=O.BrCC(OCC)=O. The product is [Br:1][C:2]1[N:3]=[C:4]([N+:9]([O-:11])=[O:10])[C:5]([O:8][CH2:18][C:19]([O:20][CH2:21][CH3:22])=[O:13])=[CH:6][CH:7]=1. The yield is 0.890.